Dataset: Forward reaction prediction with 1.9M reactions from USPTO patents (1976-2016). Task: Predict the product of the given reaction. (1) Given the reactants [CH:1]1[CH:2]=[CH:3][C:4]2[NH:11][C:9](=[O:10])[CH:8]=[C:7]([CH2:12][CH:13]([NH:17][C:18]([C:20]3[CH:21]=[CH:22][C:23]([Cl:26])=[CH:24][CH:25]=3)=[O:19])[C:14]([OH:16])=[O:15])[C:5]=2[CH:6]=1.[CH3:27][C:28]1[CH:35]=[CH:34][CH:33]=[CH:32][C:29]=1[CH2:30]Cl, predict the reaction product. The product is: [Cl:26][C:23]1[CH:24]=[CH:25][C:20]([C:18]([NH:17][CH:13]([CH2:12][C:7]2[C:5]3[C:4](=[CH:3][CH:2]=[CH:1][CH:6]=3)[NH:11][C:9](=[O:10])[CH:8]=2)[C:14]([O:16][CH2:27][C:28]2[CH:35]=[CH:34][CH:33]=[CH:32][C:29]=2[CH3:30])=[O:15])=[O:19])=[CH:21][CH:22]=1. (2) Given the reactants [OH:1][C:2]1[CH:7]=[CH:6][C:5]([C:8]2[C:13]3[CH:14]=[CH:15][S:16][C:12]=3[C:11]([CH:17]=O)=[CH:10][CH:9]=2)=[CH:4][CH:3]=1.Cl.[NH2:20][OH:21].N1C=CC=CC=1, predict the reaction product. The product is: [OH:1][C:2]1[CH:7]=[CH:6][C:5]([C:8]2[C:13]3[CH:14]=[CH:15][S:16][C:12]=3[C:11]([CH:17]=[N:20][OH:21])=[CH:10][CH:9]=2)=[CH:4][CH:3]=1.